From a dataset of Full USPTO retrosynthesis dataset with 1.9M reactions from patents (1976-2016). Predict the reactants needed to synthesize the given product. (1) Given the product [S:1]1[C:5]2[CH:6]=[CH:7][CH:8]=[CH:9][C:4]=2[N:3]=[C:2]1[C:10]1[C:14]([CH2:15][CH2:16][CH2:17][CH2:18][N:36]([CH3:35])[CH3:32])=[N:13][NH:12][C:11]=1[NH2:20], predict the reactants needed to synthesize it. The reactants are: [S:1]1[C:5]2[CH:6]=[CH:7][CH:8]=[CH:9][C:4]=2[N:3]=[C:2]1[C:10]1[C:14]([CH2:15][CH2:16][CH2:17][CH2:18]Br)=[N:13][NH:12][C:11]=1[NH2:20].NC1NN=C(CCCCO)C=1[C:32]1SC2C=CC=C[C:35]=2[N:36]=1.CNC.C1COCC1. (2) Given the product [CH:31]1([C:29](=[O:30])[CH2:9][C:1]2[CH:6]=[CH:5][CH:4]=[CH:3][C:2]=2[C:7]#[N:8])[CH2:36][CH2:35][CH2:34][CH2:33][CH2:32]1, predict the reactants needed to synthesize it. The reactants are: [C:1]1([CH3:9])[C:2]([C:7]#[N:8])=[CH:3][CH:4]=[CH:5][CH:6]=1.CN1CCCN(C)C1=O.[Li+].CC([N-]C(C)C)C.CN(OC)[C:29]([CH:31]1[CH2:36][CH2:35][CH2:34][CH2:33][CH2:32]1)=[O:30].